From a dataset of Full USPTO retrosynthesis dataset with 1.9M reactions from patents (1976-2016). Predict the reactants needed to synthesize the given product. (1) Given the product [NH2:8][CH:7]1[CH2:6][CH2:5][N:4]([CH2:16][CH2:17][N:18]2[C:27]3[C:22](=[CH:23][CH:24]=[C:25]([O:28][CH3:29])[CH:26]=3)[N:21]=[CH:20][C:19]2=[O:30])[CH2:3][CH:2]1[OH:1], predict the reactants needed to synthesize it. The reactants are: [OH:1][CH:2]1[CH:7]([NH:8]C(=O)OC(C)(C)C)[CH2:6][CH2:5][N:4]([CH2:16][CH2:17][N:18]2[C:27]3[C:22](=[CH:23][CH:24]=[C:25]([O:28][CH3:29])[CH:26]=3)[N:21]=[CH:20][C:19]2=[O:30])[CH2:3]1.FC(F)(F)C(O)=O. (2) Given the product [F:42][C:29]1[C:30]([NH:35][S:36]([CH2:39][CH2:40][CH3:41])(=[O:38])=[O:37])=[CH:31][CH:32]=[C:33]([F:34])[C:28]=1[NH:27][C:11]([C:3]1[CH:2]=[N:1][C:10]2[C:5]([CH:4]=1)=[CH:6][CH:7]=[CH:8][CH:9]=2)=[O:13], predict the reactants needed to synthesize it. The reactants are: [N:1]1[C:10]2[C:5](=[CH:6][CH:7]=[CH:8][CH:9]=2)[CH:4]=[C:3]([C:11]([OH:13])=O)[CH:2]=1.C(Cl)(=O)C(Cl)=O.C(N(CC)CC)C.[NH2:27][C:28]1[C:29]([F:42])=[C:30]([NH:35][S:36]([CH2:39][CH2:40][CH3:41])(=[O:38])=[O:37])[CH:31]=[CH:32][C:33]=1[F:34]. (3) The reactants are: [CH3:1][O:2][C@@H:3]1[C@@H:8]([CH2:9][OH:10])[O:7][C@@H:6]([N:11]2[C:23]3[C:22]4[NH:24][C:25]5[CH:26]=[CH:27][CH:28]=[CH:29][C:30]=5[C:21]=4[C:20]4[C:31](=O)[O:32][C:33](=[O:34])[C:19]=4[C:18]=3[C:17]3[C:12]2=[CH:13][CH:14]=[CH:15][CH:16]=3)[C@H:5]([OH:36])[C@H:4]1[OH:37].[CH2:38]([CH2:40][NH2:41])[OH:39]. Given the product [OH:39][CH2:38][CH2:40][N:41]1[C:33](=[O:34])[C:19]2[C:18]3[C:17]4[C:12](=[CH:13][CH:14]=[CH:15][CH:16]=4)[N:11]([C@@H:6]4[O:7][C@H:8]([CH2:9][OH:10])[C@@H:3]([O:2][CH3:1])[C@H:4]([OH:37])[C@H:5]4[OH:36])[C:23]=3[C:22]3[NH:24][C:25]4[CH:26]=[CH:27][CH:28]=[CH:29][C:30]=4[C:21]=3[C:20]=2[C:31]1=[O:32], predict the reactants needed to synthesize it. (4) Given the product [Cl:24][C:19]1[CH:18]=[C:17]([C:11]2([C:13]([F:16])([F:15])[F:14])[O:10][N:9]=[C:8]([C:5]3[CH:6]=[CH:7][C:2]([CH:33]=[O:34])=[C:3]([CH3:25])[CH:4]=3)[CH2:12]2)[CH:22]=[C:21]([Cl:23])[CH:20]=1, predict the reactants needed to synthesize it. The reactants are: Br[C:2]1[CH:7]=[CH:6][C:5]([C:8]2[CH2:12][C:11]([C:17]3[CH:22]=[C:21]([Cl:23])[CH:20]=[C:19]([Cl:24])[CH:18]=3)([C:13]([F:16])([F:15])[F:14])[O:10][N:9]=2)=[CH:4][C:3]=1[CH3:25].C([SiH](CC)CC)C.[C:33](=O)([O-])[O-:34].[Na+].[Na+]. (5) Given the product [N:20]1[CH:21]=[CH:22][N:23]=[CH:24][C:19]=1[NH:18][C:7]([C@@H:3]1[CH2:4][C@H:5]2[C@H:1]([CH2:6]2)[N:2]1[C:11]([O:13][C:14]([CH3:17])([CH3:16])[CH3:15])=[O:12])=[O:9], predict the reactants needed to synthesize it. The reactants are: [C@H:1]12[CH2:6][C@H:5]1[CH2:4][C@@H:3]([C:7]([O:9]C)=O)[N:2]2[C:11]([O:13][C:14]([CH3:17])([CH3:16])[CH3:15])=[O:12].[NH2:18][C:19]1[CH:24]=[N:23][CH:22]=[CH:21][N:20]=1.F[C@H]1CN(C(OC(C)(C)C)=O)[C@H](C(=O)NC2C=NC=CN=2)C1.